Task: Predict the product of the given reaction.. Dataset: Forward reaction prediction with 1.9M reactions from USPTO patents (1976-2016) (1) Given the reactants [F:1][C:2]([F:26])([F:25])[CH:3]([CH2:8][N:9]1[CH2:14][CH2:13][CH2:12][CH:11]([C:15]2[CH:20]=[CH:19][CH:18]=[C:17]([C:21]([F:24])([F:23])[F:22])[CH:16]=2)[CH2:10]1)[CH2:4][C:5](O)=O.[Cl:27][C:28]1[CH:37]=[CH:36][C:31]([C:32]([NH:34][NH2:35])=[O:33])=[CH:30][CH:29]=1.O=P(Cl)(Cl)Cl.C([O-])([O-])=O.[Na+].[Na+].Cl, predict the reaction product. The product is: [ClH:27].[Cl:27][C:28]1[CH:37]=[CH:36][C:31]([C:32]2[O:33][C:5]([CH2:4][CH:3]([C:2]([F:26])([F:1])[F:25])[CH2:8][N:9]3[CH2:14][CH2:13][CH2:12][CH:11]([C:15]4[CH:20]=[CH:19][CH:18]=[C:17]([C:21]([F:22])([F:23])[F:24])[CH:16]=4)[CH2:10]3)=[N:35][N:34]=2)=[CH:30][CH:29]=1. (2) Given the reactants [NH2:1][C:2]1[N:10]=[C:9]([CH2:11][O:12][CH3:13])[CH:8]=[CH:7][C:3]=1[C:4]([OH:6])=O.[F:14][C:15]1[CH:20]=[CH:19][C:18]([O:21][C:22]2[CH:23]=[C:24]([CH:27]=[CH:28][CH:29]=2)[CH2:25][NH2:26])=[CH:17][CH:16]=1.C(N(CC)CC)C.CN([P+](ON1N=NC2C=CC=CC1=2)(N(C)C)N(C)C)C.F[P-](F)(F)(F)(F)F, predict the reaction product. The product is: [F:14][C:15]1[CH:20]=[CH:19][C:18]([O:21][C:22]2[CH:23]=[C:24]([CH2:25][NH:26][C:4](=[O:6])[C:3]3[CH:7]=[CH:8][C:9]([CH2:11][O:12][CH3:13])=[N:10][C:2]=3[NH2:1])[CH:27]=[CH:28][CH:29]=2)=[CH:17][CH:16]=1. (3) Given the reactants [CH2:1]([O:3][C:4](=[O:13])[C:5]1[CH:10]=[CH:9][CH:8]=[C:7]([CH3:11])[C:6]=1I)[CH3:2].[CH3:14][C:15]([CH3:26])=[CH:16]B1OC(C)(C)C(C)(C)O1, predict the reaction product. The product is: [CH2:1]([O:3][C:4](=[O:13])[C:5]1[CH:10]=[CH:9][CH:8]=[C:7]([CH3:11])[C:6]=1[CH:14]=[C:15]([CH3:26])[CH3:16])[CH3:2]. (4) Given the reactants [CH2:1]([NH:8][C:9]1[CH:18]=[N:17][C:16]2[C:11](=[CH:12][CH:13]=[C:14](Cl)[CH:15]=2)[N:10]=1)[C:2]1[CH:7]=[CH:6][CH:5]=[CH:4][CH:3]=1.[C:20]([N:27]1[CH:31]=[C:30](B2OC(C)(C)C(C)(C)O2)[CH:29]=[N:28]1)([O:22][C:23]([CH3:26])([CH3:25])[CH3:24])=[O:21].C(=O)([O-])[O-].[Cs+].[Cs+].[I-].[K+], predict the reaction product. The product is: [C:23]([O:22][C:20]([N:27]1[CH:31]=[C:30]([C:14]2[CH:15]=[C:16]3[C:11](=[CH:12][CH:13]=2)[N:10]=[C:9]([NH:8][CH2:1][C:2]2[CH:7]=[CH:6][CH:5]=[CH:4][CH:3]=2)[CH:18]=[N:17]3)[CH:29]=[N:28]1)=[O:21])([CH3:26])([CH3:24])[CH3:25]. (5) Given the reactants [F:1][C:2]1[N:7]=[C:6]([C:8]2[N:9]([CH2:13][C:14]3[N:19]=[N:18][C:17]([CH:20]([NH:22][CH:23]=O)[CH3:21])=[CH:16][C:15]=3[CH2:25][CH2:26][CH3:27])[CH:10]=[CH:11][N:12]=2)[CH:5]=[CH:4][CH:3]=1.O=P(Cl)(Cl)Cl, predict the reaction product. The product is: [F:1][C:2]1[N:7]=[C:6]([C:8]2[N:9]([CH2:13][C:14]3[C:15]([CH2:25][CH2:26][CH3:27])=[CH:16][C:17]4[N:18]([CH:23]=[N:22][C:20]=4[CH3:21])[N:19]=3)[CH:10]=[CH:11][N:12]=2)[CH:5]=[CH:4][CH:3]=1. (6) Given the reactants [OH:1][CH2:2][C:3]1[CH:4]=[C:5]([N+:11]([O-:13])=[O:12])[CH:6]=[CH:7][C:8]=1SC.[CH:14]1C=C(Cl)C=C(C(OO)=O)C=1.[O-:25][S:26]([O-:28])=O.[Na+].[Na+], predict the reaction product. The product is: [OH:1][CH2:2][C:3]1[CH:4]=[C:5]([N+:11]([O-:13])=[O:12])[CH:6]=[CH:7][C:8]=1[S:26]([CH3:14])(=[O:28])=[O:25].